From a dataset of Forward reaction prediction with 1.9M reactions from USPTO patents (1976-2016). Predict the product of the given reaction. Given the reactants [CH3:1][C:2]([CH3:19])([C:11]#[C:12][C:13]1[CH:18]=[CH:17][CH:16]=[CH:15][CH:14]=1)[C:3]#[C:4][C:5]1[CH:10]=[CH:9][CH:8]=[CH:7][CH:6]=1.[NH3:20], predict the reaction product. The product is: [CH:12](=[C:11]1[C:2]([CH3:19])([CH3:1])[CH2:3][C:4]([C:5]2[CH:6]=[CH:7][CH:8]=[CH:9][CH:10]=2)=[N:20]1)[C:13]1[CH:18]=[CH:17][CH:16]=[CH:15][CH:14]=1.